From a dataset of Full USPTO retrosynthesis dataset with 1.9M reactions from patents (1976-2016). Predict the reactants needed to synthesize the given product. (1) Given the product [Cl:10][C:11]1[C:16]([F:17])=[CH:15][CH:14]=[C:13]([O:18][CH3:19])[C:12]=1[C@H:20]([C:22]1[C:30]2[C:25](=[N:26][CH:27]=[C:28]([C:2]3[C:3]([O:8][CH3:9])=[N:4][N:5]([CH3:7])[CH:6]=3)[CH:29]=2)[NH:24][CH:23]=1)[CH3:21], predict the reactants needed to synthesize it. The reactants are: Br[C:2]1[C:3]([O:8][CH3:9])=[N:4][N:5]([CH3:7])[CH:6]=1.[Cl:10][C:11]1[C:16]([F:17])=[CH:15][CH:14]=[C:13]([O:18][CH3:19])[C:12]=1[C@H:20]([C:22]1[C:30]2[C:25](=[N:26][CH:27]=[C:28](B3OC(C)(C)C(C)(C)O3)[CH:29]=2)[NH:24][CH:23]=1)[CH3:21].C(=O)([O-])[O-].[K+].[K+]. (2) The reactants are: [Cl:1][C:2]1[CH:3]=[C:4]([CH:8](O)[CH3:9])[CH:5]=[CH:6][CH:7]=1.[Br:11]P(Br)Br. Given the product [Br:11][CH:8]([C:4]1[CH:5]=[CH:6][CH:7]=[C:2]([Cl:1])[CH:3]=1)[CH3:9], predict the reactants needed to synthesize it. (3) Given the product [Cl:21][C:22]1[CH:34]=[CH:33][C:25]([CH2:26][N:27]2[CH2:32][CH2:31][N:30]([C:15](=[O:17])[CH2:14][O:13][C:10]3[CH:9]=[CH:8][C:7]([CH2:6][C@H:5]([O:18][CH3:19])[C:4]([OH:3])=[O:20])=[CH:12][CH:11]=3)[CH2:29][CH2:28]2)=[CH:24][CH:23]=1, predict the reactants needed to synthesize it. The reactants are: C([O:3][C:4](=[O:20])[C@@H:5]([O:18][CH3:19])[CH2:6][C:7]1[CH:12]=[CH:11][C:10]([O:13][CH2:14][C:15]([OH:17])=O)=[CH:9][CH:8]=1)C.[Cl:21][C:22]1[CH:34]=[CH:33][C:25]([CH2:26][N:27]2[CH2:32][CH2:31][NH:30][CH2:29][CH2:28]2)=[CH:24][CH:23]=1.C(O[C@@H](CC1C=CC(O[C@@H](C(=O)NCCC2C=CC(OC3C=CC=CC=3)=CC=2)C)=CC=1)C(O)=O)C. (4) Given the product [CH2:21]([O:20][CH2:19][C@@H:16]1[O:17][CH2:18][C@@:13]([NH:12][C:10]([NH:9][C:1](=[O:8])[C:2]2[CH:7]=[CH:6][CH:5]=[CH:4][CH:3]=2)=[S:11])([C:30]2[CH:35]=[CH:34][C:33]([F:36])=[CH:32][C:31]=2[F:37])[C@H:14]([CH2:28][OH:29])[CH2:15]1)[C:22]1[CH:27]=[CH:26][CH:25]=[CH:24][CH:23]=1, predict the reactants needed to synthesize it. The reactants are: [C:1]([N:9]=[C:10]=[S:11])(=[O:8])[C:2]1[CH:7]=[CH:6][CH:5]=[CH:4][CH:3]=1.[NH2:12][C@@:13]1([C:30]2[CH:35]=[CH:34][C:33]([F:36])=[CH:32][C:31]=2[F:37])[CH2:18][O:17][C@@H:16]([CH2:19][O:20][CH2:21][C:22]2[CH:27]=[CH:26][CH:25]=[CH:24][CH:23]=2)[CH2:15][C@H:14]1[CH2:28][OH:29]. (5) Given the product [Cl:32][C:26]1[CH:25]=[C:24]([N:23]2[CH:9]([C:10]3[CH:15]=[CH:14][CH:13]=[CH:12][CH:11]=3)[CH2:8][CH2:7][CH:6]2[CH2:21][CH3:22])[CH:31]=[CH:30][C:27]=1[C:28]#[N:29], predict the reactants needed to synthesize it. The reactants are: CS(O[CH:6]([CH2:21][CH3:22])[CH2:7][CH2:8][CH:9](OS(C)(=O)=O)[C:10]1[CH:15]=[CH:14][CH:13]=[CH:12][CH:11]=1)(=O)=O.[NH2:23][C:24]1[CH:31]=[CH:30][C:27]([C:28]#[N:29])=[C:26]([Cl:32])[CH:25]=1. (6) Given the product [CH3:9][O:10][C:11]1[CH:16]=[CH:15][C:14]([C:17]2[N:18]=[C:19]3[N:23]([C:24]=2/[CH:25]=[CH:2]/[C:1]([C:4]2[NH:5][CH:6]=[CH:7][CH:8]=2)=[O:3])[CH:22]=[CH:21][S:20]3)=[CH:13][CH:12]=1, predict the reactants needed to synthesize it. The reactants are: [C:1]([C:4]1[NH:5][CH:6]=[CH:7][CH:8]=1)(=[O:3])[CH3:2].[CH3:9][O:10][C:11]1[CH:16]=[CH:15][C:14]([C:17]2[N:18]=[C:19]3[N:23]([C:24]=2[CH:25]=O)[CH:22]=[CH:21][S:20]3)=[CH:13][CH:12]=1.[OH-].[Na+].